This data is from Forward reaction prediction with 1.9M reactions from USPTO patents (1976-2016). The task is: Predict the product of the given reaction. (1) Given the reactants [C:18]1(P([C:14]2[CH:19]=[CH:18][CH:17]=CC=2)[C:18]2[CH:17]=CC=[CH:14][CH:19]=2)[CH:17]=CC=[CH:14][CH:19]=1.[N:20]([C:28]([O:30][CH:31]([CH3:33])[CH3:32])=[O:29])=[N:20][C:28]([O:30][CH:31]([CH3:33])[CH3:32])=[O:29].[CH3:34]OC(=O)/C=C/C1C=CC(O)=CC=1, predict the reaction product. The product is: [C:31]([O:30][C:28]([N:20]1[CH2:17][CH2:18][CH2:19][CH2:14]1)=[O:29])([CH3:33])([CH3:34])[CH3:32]. (2) Given the reactants [SH:1][C:2]1[N:7]=[CH:6][C:5]([C:8]([OH:10])=[O:9])=[CH:4][CH:3]=1.Br[CH2:12][CH:13]1[CH2:15][CH2:14]1, predict the reaction product. The product is: [CH:13]1([CH2:12][S:1][C:2]2[N:7]=[CH:6][C:5]([C:8]([OH:10])=[O:9])=[CH:4][CH:3]=2)[CH2:15][CH2:14]1. (3) Given the reactants [C:1]([C:3]1[C:23]([N+:24]([O-:26])=[O:25])=[CH:22][CH:21]=[CH:20][C:4]=1[O:5][CH2:6][C@H:7]1[CH2:12][CH2:11][CH2:10][N:9](C(OC(C)(C)C)=O)[CH2:8]1)#[N:2].[ClH:27], predict the reaction product. The product is: [ClH:27].[N+:24]([C:23]1[CH:22]=[CH:21][CH:20]=[C:4]([O:5][CH2:6][C@H:7]2[CH2:12][CH2:11][CH2:10][NH:9][CH2:8]2)[C:3]=1[C:1]#[N:2])([O-:26])=[O:25]. (4) Given the reactants [Br:1][C:2]1[CH:3]=[CH:4][C:5]([F:11])=[C:6](CC#N)[CH:7]=1.[C:12]([OH:15])(=[O:14])[CH3:13].S(=O)(=O)(O)O, predict the reaction product. The product is: [Br:1][C:2]1[CH:7]=[CH:6][C:5]([F:11])=[C:4]([CH2:13][C:12]([OH:15])=[O:14])[CH:3]=1. (5) Given the reactants [CH:1]([O:4][C:5]([N:7]1[CH2:12][CH2:11][CH:10]([N:13]2[C:17]3=[N:18][C:19]([C:28]4[CH:33]=[CH:32][C:31]([NH:34][C:35]([NH:37][CH3:38])=[S:36])=[CH:30][CH:29]=4)=[N:20][C:21]([N:22]4[CH2:27][CH2:26][O:25][CH2:24][CH2:23]4)=[C:16]3[CH:15]=[N:14]2)[CH2:9][CH2:8]1)=[O:6])([CH3:3])[CH3:2].[C:39]([O-])([O-])=O.[K+].[K+].CI, predict the reaction product. The product is: [CH:1]([O:4][C:5]([N:7]1[CH2:8][CH2:9][CH:10]([N:13]2[C:17]3=[N:18][C:19]([C:28]4[CH:29]=[CH:30][C:31]([NH:34][C:35](=[N:37][CH3:38])[S:36][CH3:39])=[CH:32][CH:33]=4)=[N:20][C:21]([N:22]4[CH2:23][CH2:24][O:25][CH2:26][CH2:27]4)=[C:16]3[CH:15]=[N:14]2)[CH2:11][CH2:12]1)=[O:6])([CH3:3])[CH3:2]. (6) Given the reactants [NH2:1][C:2]1[N:7]=[CH:6][N:5]=[C:4]2[NH:8][N:9]=[C:10]([C:11]3[CH:16]=[CH:15][C:14]([OH:17])=[CH:13][CH:12]=3)[C:3]=12.N1C=CN=C1.[CH3:23][C:24]([Si:27](Cl)([CH3:29])[CH3:28])([CH3:26])[CH3:25], predict the reaction product. The product is: [Si:27]([O:17][C:14]1[CH:15]=[CH:16][C:11]([C:10]2[C:3]3[C:4](=[N:5][CH:6]=[N:7][C:2]=3[NH2:1])[NH:8][N:9]=2)=[CH:12][CH:13]=1)([C:24]([CH3:26])([CH3:25])[CH3:23])([CH3:29])[CH3:28]. (7) Given the reactants [Si]([O:8][CH2:9][CH2:10][C:11]([NH:14][C:15]([C:17]1[C:25]2[C:20](=[N:21][CH:22]=[C:23]([C:26]3[C:34]4[C:29](=[CH:30][C:31]([F:35])=[CH:32][CH:33]=4)[N:28]([CH3:36])[N:27]=3)[N:24]=2)[NH:19][CH:18]=1)=[O:16])([CH3:13])[CH3:12])(C(C)(C)C)(C)C, predict the reaction product. The product is: [F:35][C:31]1[CH:30]=[C:29]2[C:34]([C:26]([C:23]3[N:24]=[C:25]4[C:17]([C:15]([NH:14][C:11]([CH3:13])([CH2:10][CH2:9][OH:8])[CH3:12])=[O:16])=[CH:18][NH:19][C:20]4=[N:21][CH:22]=3)=[N:27][N:28]2[CH3:36])=[CH:33][CH:32]=1.